From a dataset of Forward reaction prediction with 1.9M reactions from USPTO patents (1976-2016). Predict the product of the given reaction. (1) The product is: [Cl:17][C:9]1[CH:8]=[C:7]([CH:12]=[C:11]([O:13][CH:14]([F:15])[F:16])[CH:10]=1)[CH:4]([CH2:5][OH:6])[C:3]([OH:18])=[O:2]. Given the reactants C[O:2][C:3](=[O:18])[CH:4]([C:7]1[CH:12]=[C:11]([O:13][CH:14]([F:16])[F:15])[CH:10]=[C:9]([Cl:17])[CH:8]=1)[CH:5]=[O:6].CO.[BH4-].[Na+], predict the reaction product. (2) Given the reactants [NH2:1][CH2:2][C@H:3]1[CH2:8][CH2:7][C@H:6]([CH2:9][NH:10][C:11](=[O:17])[O:12][C:13]([CH3:16])([CH3:15])[CH3:14])[CH2:5][CH2:4]1.Cl[C:19]([O:21][CH2:22][CH3:23])=[O:20], predict the reaction product. The product is: [C@H:3]1([CH2:2][NH:1][C:19](=[O:20])[O:21][CH2:22][CH3:23])[CH2:4][CH2:5][C@H:6]([CH2:9][NH:10][C:11](=[O:17])[O:12][C:13]([CH3:14])([CH3:16])[CH3:15])[CH2:7][CH2:8]1. (3) Given the reactants [CH3:1][O:2][C:3]1[CH:7]=[C:6]([C:8]([OH:10])=O)[O:5][N:4]=1.CN(C(ON1N=NC2C=CC=NC1=2)=[N+](C)C)C.F[P-](F)(F)(F)(F)F.CN(C=O)C.C([O:42][C:43](=[O:64])[C@H:44]([OH:63])[CH2:45][N:46]([CH2:48][C:49]1[CH:54]=[CH:53][C:52]([C:55]2[CH:60]=[C:59]([Cl:61])[CH:58]=[CH:57][C:56]=2[F:62])=[CH:51][CH:50]=1)[NH2:47])C.CCN(C(C)C)C(C)C.CO.O, predict the reaction product. The product is: [Cl:61][C:59]1[CH:58]=[CH:57][C:56]([F:62])=[C:55]([C:52]2[CH:53]=[CH:54][C:49]([CH2:48][N:46]([CH2:45][C@@H:44]([OH:63])[C:43]([OH:64])=[O:42])[NH:47][C:8]([C:6]3[O:5][N:4]=[C:3]([O:2][CH3:1])[CH:7]=3)=[O:10])=[CH:50][CH:51]=2)[CH:60]=1. (4) Given the reactants [F:1][C:2]1[CH:7]=[CH:6][C:5]([C:8]2[N:9]([C:18]3[CH:23]=[CH:22][N:21]=[C:20](SC)[N:19]=3)[C:10]3[C:11]([N:17]=2)=[N:12][C:13]([NH2:16])=[CH:14][CH:15]=3)=[CH:4][CH:3]=1.C1C=C(Cl)C=C(C(OO)=O)C=1.C([O-])([O-])=O.[Na+].[Na+].[C:43]1([C@@H:49]([NH2:51])[CH3:50])[CH:48]=[CH:47][CH:46]=[CH:45][CH:44]=1, predict the reaction product. The product is: [F:1][C:2]1[CH:7]=[CH:6][C:5]([C:8]2[N:9]([C:18]3[CH:23]=[CH:22][N:21]=[C:20]([NH:51][C@H:49]([C:43]4[CH:48]=[CH:47][CH:46]=[CH:45][CH:44]=4)[CH3:50])[N:19]=3)[C:10]3[C:11]([N:17]=2)=[N:12][C:13]([NH2:16])=[CH:14][CH:15]=3)=[CH:4][CH:3]=1. (5) Given the reactants C(OC([N:8]([CH2:19][C@@H:20]1[CH2:25][CH2:24][CH2:23][CH2:22][C@H:21]1[NH:26][C:27]([NH:29][C:30]1[CH:35]=[CH:34][CH:33]=[C:32]([C:36]2[N:40]([CH3:41])[N:39]=[N:38][N:37]=2)[CH:31]=1)=[O:28])[CH2:9][CH2:10][CH2:11][C:12]1[CH:17]=[CH:16][C:15]([F:18])=[CH:14][CH:13]=1)=O)(C)(C)C.Cl, predict the reaction product. The product is: [F:18][C:15]1[CH:16]=[CH:17][C:12]([CH2:11][CH2:10][CH2:9][NH:8][CH2:19][C@@H:20]2[CH2:25][CH2:24][CH2:23][CH2:22][C@H:21]2[NH:26][C:27]([NH:29][C:30]2[CH:35]=[CH:34][CH:33]=[C:32]([C:36]3[N:40]([CH3:41])[N:39]=[N:38][N:37]=3)[CH:31]=2)=[O:28])=[CH:13][CH:14]=1. (6) Given the reactants [CH:1]1([NH:4][CH:5]2[CH2:10][CH2:9][N:8]([C:11]3[O:15][N:14]=[C:13]([CH:16]([CH3:18])[CH3:17])[N:12]=3)[CH2:7][CH2:6]2)[CH2:3][CH2:2]1.[F:19][C:20]1[CH:21]=[C:22]([CH:26]=[CH:27][C:28]=1[C:29]1[O:33][CH:32]=[N:31][CH:30]=1)[C:23](O)=[O:24], predict the reaction product. The product is: [CH:1]1([N:4]([CH:5]2[CH2:10][CH2:9][N:8]([C:11]3[O:15][N:14]=[C:13]([CH:16]([CH3:18])[CH3:17])[N:12]=3)[CH2:7][CH2:6]2)[C:23](=[O:24])[C:22]2[CH:26]=[CH:27][C:28]([C:29]3[O:33][CH:32]=[N:31][CH:30]=3)=[C:20]([F:19])[CH:21]=2)[CH2:2][CH2:3]1. (7) Given the reactants [CH2:1]([N:8]([CH2:19][C:20]1[CH:25]=[CH:24][CH:23]=[CH:22][CH:21]=1)[C@H:9]1[CH2:14][CH2:13][C@H:12]([C:15]([NH:17][NH2:18])=O)[CH2:11][CH2:10]1)[C:2]1[CH:7]=[CH:6][CH:5]=[CH:4][CH:3]=1.[C:26](#N)C.[CH3:29][O:30][CH2:31][CH2:32][NH2:33].C(O)(=O)C, predict the reaction product. The product is: [CH2:1]([N:8]([CH2:19][C:20]1[CH:25]=[CH:24][CH:23]=[CH:22][CH:21]=1)[C@H:9]1[CH2:10][CH2:11][C@H:12]([C:15]2[N:33]([CH2:32][CH2:31][O:30][CH3:29])[CH:26]=[N:18][N:17]=2)[CH2:13][CH2:14]1)[C:2]1[CH:3]=[CH:4][CH:5]=[CH:6][CH:7]=1.